Dataset: Retrosynthesis with 50K atom-mapped reactions and 10 reaction types from USPTO. Task: Predict the reactants needed to synthesize the given product. (1) The reactants are: CC(C)c1ccc(NCc2ccc(N(C)C)cc2)cc1.Cc1ccc(OCc2ccccc2)c2c1C(C(=O)O)CCC2. Given the product Cc1ccc(OCc2ccccc2)c2c1C(C(=O)N(Cc1ccc(N(C)C)cc1)c1ccc(C(C)C)cc1)CCC2, predict the reactants needed to synthesize it. (2) Given the product CCN(CC)Cc1cc2c(o1)CN(C(=O)CCc1cccc(CCc3ccccc3)c1)CC2, predict the reactants needed to synthesize it. The reactants are: C=O.CCNCC.O=C(CCc1cccc(CCc2ccccc2)c1)N1CCc2ccoc2C1. (3) Given the product CCOC(=O)c1coc(Cn2cc(C3c4ccc(CC)cc4C=Cc4oc(C)nc43)c(=O)[nH]c2=O)n1, predict the reactants needed to synthesize it. The reactants are: CCOC(=O)c1coc(CBr)n1.CCc1ccc2c(c1)C=Cc1oc(C)nc1C2c1c[nH]c(=O)[nH]c1=O. (4) Given the product C[C@H](Nc1ncnc2c1ncn2[C@@H]1O[C@H](CO)[C@@H](O)[C@H]1O)c1ccc(Cl)cc1, predict the reactants needed to synthesize it. The reactants are: C[C@H](N)c1ccc(Cl)cc1.OC[C@H]1O[C@@H](n2cnc3c(Cl)ncnc32)[C@H](O)[C@@H]1O. (5) Given the product O=C(CN1CCN(C(=O)OCc2ccccc2)CC1)N1CCN(C2CCC2)CC1, predict the reactants needed to synthesize it. The reactants are: O=C(CCl)N1CCN(C2CCC2)CC1.O=C(OCc1ccccc1)N1CCNCC1. (6) The reactants are: CC(=O)N1CCc2nc(Nc3ccc(C(F)(F)F)cc3)nc(-c3ccc(Cl)cc3)c2C1. Given the product FC(F)(F)c1ccc(Nc2nc3c(c(-c4ccc(Cl)cc4)n2)CNCC3)cc1, predict the reactants needed to synthesize it. (7) The reactants are: C[C@@H](c1ccc(B2OC(C)(C)C(C)(C)O2)cc1)N1CC[C@](CCCO)(c2ccccc2)OC1=O.Cc1cc(Br)cc(C)n1. Given the product Cc1cc(-c2ccc([C@H](C)N3CC[C@](CCCO)(c4ccccc4)OC3=O)cc2)cc(C)n1, predict the reactants needed to synthesize it.